This data is from Full USPTO retrosynthesis dataset with 1.9M reactions from patents (1976-2016). The task is: Predict the reactants needed to synthesize the given product. (1) Given the product [CH2:19]([O:18][CH:16]=[CH:17][C:3](=[O:4])[C:2]([F:7])([F:6])[CH:1]([F:9])[F:8])[CH2:20][CH2:21][CH3:22], predict the reactants needed to synthesize it. The reactants are: [CH:1]([F:9])([F:8])[C:2]([F:7])([F:6])[C:3](Cl)=[O:4].N1C=CC=CC=1.[CH:16]([O:18][CH2:19][CH2:20][CH2:21][CH3:22])=[CH2:17].O. (2) Given the product [CH3:22][C:23]1[CH:28]=[CH:27][C:26]([N+:29]([O-:31])=[O:30])=[CH:25][C:24]=1[NH:32][C:33]1[N:2]=[C:3]([C:6]2[C:15]3[C:10](=[CH:11][CH:12]=[CH:13][CH:14]=3)[N:9]=[CH:8][CH:7]=2)[CH:4]=[CH:5][N:1]=1, predict the reactants needed to synthesize it. The reactants are: [NH:1]1[CH:5]=[CH:4][C:3]([C:6]2[C:15]3[C:10](=[CH:11][CH:12]=[C:13](C#N)[CH:14]=3)[N:9]=[CH:8][CH:7]=2)=[N:2]1.[N+]([O-])(O)=O.[CH3:22][C:23]1[CH:28]=[CH:27][C:26]([N+:29]([O-:31])=[O:30])=[CH:25][C:24]=1[NH:32][C:33](N)=N.[OH-].[Na+].